Dataset: Full USPTO retrosynthesis dataset with 1.9M reactions from patents (1976-2016). Task: Predict the reactants needed to synthesize the given product. (1) Given the product [C:7]([O:15][CH2:2][C:3](=[O:6])[CH2:4][CH3:5])(=[O:14])[C:8]1[CH:13]=[CH:12][CH:11]=[CH:10][CH:9]=1, predict the reactants needed to synthesize it. The reactants are: Br[CH2:2][C:3](=[O:6])[CH2:4][CH3:5].[C:7]([O-:15])(=[O:14])[C:8]1[CH:13]=[CH:12][CH:11]=[CH:10][CH:9]=1.[Na+].CN(C)C=O. (2) Given the product [CH3:1][O:2][C:3]([C:5]1[CH:6]=[C:7]2[C:11](=[CH:12][CH:13]=1)[N:10]([CH3:14])[CH:9]=[CH:8]2)=[O:4], predict the reactants needed to synthesize it. The reactants are: [CH3:1][O:2][C:3]([C:5]1[CH:6]=[C:7]2[C:11](=[CH:12][CH:13]=1)[NH:10][CH:9]=[CH:8]2)=[O:4].[CH3:14]I. (3) Given the product [C:13]([O:12][C:10]([N:9]([C:17]([O:19][C:20]([CH3:23])([CH3:22])[CH3:21])=[O:18])[C:6]1[CH:5]=[CH:4][C:3]([CH2:2][P:24](=[O:31])([O:28][CH2:29][CH3:30])[O:25][CH2:26][CH3:27])=[N:8][CH:7]=1)=[O:11])([CH3:16])([CH3:15])[CH3:14], predict the reactants needed to synthesize it. The reactants are: Br[CH2:2][C:3]1[N:8]=[CH:7][C:6]([N:9]([C:17]([O:19][C:20]([CH3:23])([CH3:22])[CH3:21])=[O:18])[C:10]([O:12][C:13]([CH3:16])([CH3:15])[CH3:14])=[O:11])=[CH:5][CH:4]=1.[P:24]([O:31]CC)([O:28][CH2:29][CH3:30])[O:25][CH2:26][CH3:27]. (4) Given the product [CH2:1]([N:5]1[C:13]2[C:12](=[O:14])[N:11]([CH3:15])[C:10]([O:16][C:17]3[CH:22]=[CH:21][CH:20]=[CH:19][C:18]=3[C:23]([NH2:24])=[O:25])=[N:9][C:8]=2[N:7]=[C:6]1[N:26]1[CH2:31][CH2:30][NH:29][CH2:28][CH2:27]1)[C:2]#[C:3][CH3:4], predict the reactants needed to synthesize it. The reactants are: [CH2:1]([N:5]1[C:13]2[C:12](=[O:14])[N:11]([CH3:15])[C:10]([O:16][C:17]3[CH:22]=[CH:21][CH:20]=[CH:19][C:18]=3[C:23](=[O:25])[NH2:24])=[N:9][C:8]=2[N:7]=[C:6]1[N:26]1[CH2:31][CH2:30][N:29](C(OC(C)(C)C)=O)[CH2:28][CH2:27]1)[C:2]#[C:3][CH3:4].[OH-].[Na+]. (5) Given the product [NH:30]1[CH:34]=[C:33]([C:15]2[CH:16]=[CH:17][C:12]([C:9]3[N:8]([C:19]4[CH:24]=[CH:23][C:22]([C:25](=[O:27])[NH2:26])=[CH:21][C:20]=4[CH3:28])[C:7]([CH2:6][CH2:5][C:4]([O:3][CH2:1][CH3:2])=[O:29])=[CH:11][CH:10]=3)=[CH:13][CH:14]=2)[CH:32]=[N:31]1, predict the reactants needed to synthesize it. The reactants are: [CH2:1]([O:3][C:4](=[O:29])[CH2:5][CH2:6][C:7]1[N:8]([C:19]2[CH:24]=[CH:23][C:22]([C:25](=[O:27])[NH2:26])=[CH:21][C:20]=2[CH3:28])[C:9]([C:12]2[CH:17]=[CH:16][C:15](I)=[CH:14][CH:13]=2)=[CH:10][CH:11]=1)[CH3:2].[NH:30]1[CH:34]=[CH:33][C:32](B2OC(C)(C)C(C)(C)O2)=[N:31]1.C([O-])(=O)C.[K+]. (6) Given the product [Cl:1][C:2]1[C:7]([CH2:18][OH:19])=[C:6]([Cl:8])[CH:5]=[CH:4][N:3]=1.[CH2:21]([O:20][C:18](=[O:19])[C:7]1[C:6]([Cl:8])=[CH:5][CH:4]=[N:3][C:2]=1[Cl:1])[CH3:22], predict the reactants needed to synthesize it. The reactants are: [Cl:1][C:2]1[CH:7]=[C:6]([Cl:8])[CH:5]=[CH:4][N:3]=1.[Li+].CC([N-]C(C)C)C.Cl[C:18]([O:20][CH2:21][CH3:22])=[O:19].C([O-])(O)=O.[Na+]. (7) Given the product [Br:26][C:27]1[CH:28]=[C:29]2[C:33](=[CH:34][CH:35]=1)[N:32]=[C:31]([C:45]1([C:48]3[CH:53]=[CH:52][C:51]([Cl:54])=[CH:50][CH:49]=3)[CH2:46][CH2:47]1)[C:30]([OH:37])=[C:8]2[C:23]([OH:25])=[O:24], predict the reactants needed to synthesize it. The reactants are: C(C1C=CC=C2C=1N=C(C1(C3C=CC=CC=3)CC1)C(O)=[C:8]2[C:23]([OH:25])=[O:24])C.[Br:26][C:27]1[CH:28]=[C:29]2[C:33](=[CH:34][CH:35]=1)[NH:32][C:31](=O)[C:30]2=[O:37].C(OCC([C:45]1([C:48]2[CH:53]=[CH:52][C:51]([Cl:54])=[CH:50][CH:49]=2)[CH2:47][CH2:46]1)=O)(=O)C.